This data is from Peptide-MHC class I binding affinity with 185,985 pairs from IEDB/IMGT. The task is: Regression. Given a peptide amino acid sequence and an MHC pseudo amino acid sequence, predict their binding affinity value. This is MHC class I binding data. (1) The peptide sequence is DYDCVSFCY. The MHC is HLA-A29:02 with pseudo-sequence HLA-A29:02. The binding affinity (normalized) is 0.540. (2) The peptide sequence is PFEKEFTSDY. The MHC is HLA-A03:01 with pseudo-sequence HLA-A03:01. The binding affinity (normalized) is 0. (3) The peptide sequence is YLKKWLNSF. The MHC is HLA-A24:03 with pseudo-sequence HLA-A24:03. The binding affinity (normalized) is 0.800. (4) The peptide sequence is HPKLRPILL. The MHC is HLA-B15:01 with pseudo-sequence HLA-B15:01. The binding affinity (normalized) is 0.0847.